This data is from Aqueous solubility values for 9,982 compounds from the AqSolDB database. The task is: Regression/Classification. Given a drug SMILES string, predict its absorption, distribution, metabolism, or excretion properties. Task type varies by dataset: regression for continuous measurements (e.g., permeability, clearance, half-life) or binary classification for categorical outcomes (e.g., BBB penetration, CYP inhibition). For this dataset (solubility_aqsoldb), we predict Y. (1) The drug is O=C(O)[C@@H](O)[C@@H](O)[C@@H](O)[C@H](O)C(=O)O. The Y is 0.200 log mol/L. (2) The molecule is O=C(O)c1ccc(O)c(O)c1. The Y is -0.928 log mol/L. (3) The drug is O=C(C(Cl)Cl)N(CCO)Cc1ccc(Oc2ccc([N+](=O)[O-])cc2)cc1. The Y is -5.12 log mol/L. (4) The molecule is C/C=C/CCCC. The Y is -3.82 log mol/L. (5) The drug is O=C1C=C(O)C(N=Nc2ccc(N=Nc3ccc(Nc4ccc([N+](=O)[O-])cc4S(=O)(=O)[O-])cc3)c3c(S(=O)(=O)[O-])cccc23)=C/C1=N/Nc1ccc(Nc2ccc([N+](=O)[O-])cc2S(=O)(=O)[O-])cc1.[Na+].[Na+].[Na+]. The Y is -0.323 log mol/L.